This data is from Catalyst prediction with 721,799 reactions and 888 catalyst types from USPTO. The task is: Predict which catalyst facilitates the given reaction. (1) Reactant: [C:1]([O:5][C:6]([N:8]1[CH2:13][CH2:12][CH:11]([N:14]2[CH:18]=[C:17]([C:19]3[CH:20]=[N:21][C:22]([NH2:25])=[CH:23][CH:24]=3)[CH:16]=[N:15]2)[CH2:10][CH2:9]1)=[O:7])([CH3:4])([CH3:3])[CH3:2].C([O-])([O-])=O.[Na+].[Na+].[Br:32]Br.S([O-])([O-])(=O)=S.[Na+].[Na+].C(=O)(O)[O-].[Na+]. Product: [C:1]([O:5][C:6]([N:8]1[CH2:13][CH2:12][CH:11]([N:14]2[CH:18]=[C:17]([C:19]3[CH:20]=[N:21][C:22]([NH2:25])=[C:23]([Br:32])[CH:24]=3)[CH:16]=[N:15]2)[CH2:10][CH2:9]1)=[O:7])([CH3:4])([CH3:2])[CH3:3]. The catalyst class is: 34. (2) Reactant: [Cl:1][C:2]1[C:7]([Cl:8])=[C:6]([S:9](=[O:19])(=[O:18])[NH:10][C@@H:11]([CH2:16][CH3:17])[C:12]([F:15])([F:14])[F:13])[CH:5]=[CH:4][C:3]=1[C:20]1[S:24][C:23]([C:25]2[O:26][C:27]([CH2:30][C:31]([CH3:37])([CH3:36])[C:32]([O:34][CH3:35])=[O:33])=[N:28][N:29]=2)=[N:22][C:21]=1[C:38](O)=[O:39].[CH3:41][C@H:42]1[CH2:47][CH2:46][CH2:45][CH2:44][NH:43]1.CN(C(ON1N=NC2C=CC=NC1=2)=[N+](C)C)C.F[P-](F)(F)(F)(F)F.O. Product: [Cl:1][C:2]1[C:7]([Cl:8])=[C:6]([S:9](=[O:18])(=[O:19])[NH:10][C@@H:11]([CH2:16][CH3:17])[C:12]([F:13])([F:14])[F:15])[CH:5]=[CH:4][C:3]=1[C:20]1[S:24][C:23]([C:25]2[O:26][C:27]([CH2:30][C:31]([CH3:36])([CH3:37])[C:32]([O:34][CH3:35])=[O:33])=[N:28][N:29]=2)=[N:22][C:21]=1[C:38]([N:43]1[CH2:44][CH2:45][CH2:46][CH2:47][C@@H:42]1[CH3:41])=[O:39]. The catalyst class is: 10. (3) Reactant: [NH2:1][C:2]1[CH:7]=[CH:6][C:5]([N:8]2[CH2:13][CH2:12][O:11][CH2:10][C:9]2=[O:14])=[CH:4][CH:3]=1.[O:15]1[CH2:17][C@@H:16]1[CH2:18][N:19]1[C:27](=[O:28])[C:26]2[C:21](=[CH:22][CH:23]=[CH:24][CH:25]=2)[C:20]1=[O:29]. Product: [OH:15][C@H:16]([CH2:17][NH:1][C:2]1[CH:3]=[CH:4][C:5]([N:8]2[CH2:13][CH2:12][O:11][CH2:10][C:9]2=[O:14])=[CH:6][CH:7]=1)[CH2:18][N:19]1[C:20](=[O:29])[C:21]2[C:26](=[CH:25][CH:24]=[CH:23][CH:22]=2)[C:27]1=[O:28]. The catalyst class is: 252. (4) Reactant: [CH:1]1([CH2:7][OH:8])[CH2:6][CH2:5][CH:4]=[CH:3][CH2:2]1.C(N(CC)CC)C.[C:16](Cl)(=[O:19])C=C. Product: [CH3:16][O:19][C:7](=[O:8])[CH:1]=[CH2:6].[CH2:5]1[CH2:4][CH2:3][CH:2]=[CH:1][CH2:6]1. The catalyst class is: 2.